From a dataset of Catalyst prediction with 721,799 reactions and 888 catalyst types from USPTO. Predict which catalyst facilitates the given reaction. (1) Reactant: [CH3:1][C:2]([NH:7][C:8](=[O:18])[C:9]1[CH:14]=[CH:13][C:12]([OH:15])=[C:11]([O:16][CH3:17])[CH:10]=1)([CH3:6])[CH:3]([CH3:5])[CH3:4].[CH2:19](Br)[C:20]#[CH:21].C(=O)([O-])[O-].[Cs+].[Cs+]. Product: [CH3:6][C:2]([NH:7][C:8](=[O:18])[C:9]1[CH:14]=[CH:13][C:12]([O:15][CH2:21][C:20]#[CH:19])=[C:11]([O:16][CH3:17])[CH:10]=1)([CH3:1])[CH:3]([CH3:5])[CH3:4]. The catalyst class is: 3. (2) Reactant: C([Zn][CH2:4][CH3:5])C.F[C:7](F)(F)[C:8](O)=O.ICI.[F:16][C:17]([F:35])([F:34])[C:18]([N:20]1[CH2:26][C:25](=[CH2:27])[C:24]2[CH:28]=[CH:29][C:30]([O:32]C)=[CH:31][C:23]=2[CH2:22][CH2:21]1)=[O:19]. Product: [F:34][C:17]([F:35])([F:16])[C:18]([N:20]1[CH2:26][CH:25]([CH:27]2[CH2:8][CH2:7]2)[C:24]2[CH:28]=[CH:29][C:30]([O:32][CH2:4][CH3:5])=[CH:31][C:23]=2[CH2:22][CH2:21]1)=[O:19]. The catalyst class is: 4.